From a dataset of Forward reaction prediction with 1.9M reactions from USPTO patents (1976-2016). Predict the product of the given reaction. Given the reactants CCN(C(C)C)C(C)C.[Cl:10][C:11]1[CH:12]=[N:13][N:14]([CH3:24])[C:15]=1[N:16]1[CH:20]=[C:19]([C:21]([OH:23])=O)[N:18]=[CH:17]1.[NH2:25][C@@H:26]([CH2:39][C:40]1[CH:45]=[CH:44][C:43]([F:46])=[C:42]([F:47])[CH:41]=1)[CH2:27][N:28]1[C:36](=[O:37])[C:35]2[C:30](=[CH:31][CH:32]=[CH:33][CH:34]=2)[C:29]1=[O:38].C1CN([P+](Br)(N2CCCC2)N2CCCC2)CC1.F[P-](F)(F)(F)(F)F, predict the reaction product. The product is: [Cl:10][C:11]1[CH:12]=[N:13][N:14]([CH3:24])[C:15]=1[N:16]1[CH:20]=[C:19]([C:21]([NH:25][C@H:26]([CH2:27][N:28]2[C:29](=[O:38])[C:30]3[C:35](=[CH:34][CH:33]=[CH:32][CH:31]=3)[C:36]2=[O:37])[CH2:39][C:40]2[CH:45]=[CH:44][C:43]([F:46])=[C:42]([F:47])[CH:41]=2)=[O:23])[N:18]=[CH:17]1.